Dataset: Reaction yield outcomes from USPTO patents with 853,638 reactions. Task: Predict the reaction yield, written as a fraction of the theoretical maximum amount of product (1.0 means a 100% yield; for example, 0.34 means a 34% yield). (1) The reactants are CS(O[CH2:6][CH2:7][CH2:8][CH2:9][CH2:10][CH2:11][CH2:12][CH2:13]/[CH:14]=[CH:15]\[CH2:16]/[CH:17]=[CH:18]\[CH2:19][CH2:20][CH2:21][CH2:22][CH3:23])(=O)=O.[Br-:24].[Mg+2].[Br-]. The catalyst is CCOCC. The product is [CH2:6]([Br:24])[CH2:7][CH2:8][CH2:9][CH2:10][CH2:11][CH2:12][CH2:13]/[CH:14]=[CH:15]\[CH2:16]/[CH:17]=[CH:18]\[CH2:19][CH2:20][CH2:21][CH2:22][CH3:23]. The yield is 0.970. (2) The yield is 0.900. The catalyst is C(Cl)Cl. The product is [Br:1][C:2]1[CH:3]=[CH:4][C:5]([CH2:8][NH:9][C:17](=[O:18])[CH3:19])=[N:6][CH:7]=1. The reactants are [Br:1][C:2]1[CH:3]=[CH:4][C:5]([CH2:8][NH2:9])=[N:6][CH:7]=1.CCN(CC)CC.[C:17](Cl)([CH3:19])=[O:18]. (3) The reactants are [CH3:1][C:2]1[CH:13]=[C:12]([CH3:14])[CH:11]=[C:10]([C:15]2[S:16][CH:17]=[CH:18][CH:19]=2)[C:3]=1[O:4][CH2:5][C:6](OC)=[O:7].[NH2:20][NH2:21]. The catalyst is CCO. The product is [CH3:1][C:2]1[CH:13]=[C:12]([CH3:14])[CH:11]=[C:10]([C:15]2[S:16][CH:17]=[CH:18][CH:19]=2)[C:3]=1[O:4][CH2:5][C:6]([NH:20][NH2:21])=[O:7]. The yield is 0.910. (4) The reactants are [N:1]1([CH2:6][CH2:7][OH:8])[CH:5]=[CH:4][CH:3]=[N:2]1.C([Li])CCC.[I:14]I. The catalyst is O1CCCC1. The product is [I:14][C:5]1[N:1]([CH2:6][CH2:7][OH:8])[N:2]=[CH:3][CH:4]=1. The yield is 0.380. (5) The product is [Br:1][C:2]1[CH:3]=[C:4]([O:10][CH3:11])[C:5]([O:8][CH3:9])=[CH:6][C:7]=1[N+:12]([O-:14])=[O:13]. The yield is 0.669. The reactants are [Br:1][C:2]1[CH:3]=[C:4]([O:10][CH3:11])[C:5]([O:8][CH3:9])=[CH:6][CH:7]=1.[N+:12]([O-])([OH:14])=[O:13].C(O)(=O)C. The catalyst is O. (6) The reactants are [C:1]([Si:5]([C:24]1[CH:29]=[CH:28][CH:27]=[CH:26][CH:25]=1)([C:18]1[CH:23]=[CH:22][CH:21]=[CH:20][CH:19]=1)[O:6][CH2:7][CH2:8][C:9]1[CH:14]=[C:13]([Cl:15])[C:12]([OH:16])=[C:11]([Cl:17])[CH:10]=1)([CH3:4])([CH3:3])[CH3:2].N12CCN(CC1)CC2.[CH3:38][N:39]([CH3:43])[C:40](Cl)=[S:41]. The catalyst is CN(C)C=O.C(OCC)(=O)C. The product is [C:1]([Si:5]([C:24]1[CH:29]=[CH:28][CH:27]=[CH:26][CH:25]=1)([C:18]1[CH:19]=[CH:20][CH:21]=[CH:22][CH:23]=1)[O:6][CH2:7][CH2:8][C:9]1[CH:14]=[C:13]([Cl:15])[C:12]([O:16][C:40](=[S:41])[N:39]([CH3:43])[CH3:38])=[C:11]([Cl:17])[CH:10]=1)([CH3:4])([CH3:2])[CH3:3]. The yield is 0.900. (7) The reactants are [C:1]([C:4]1[CH:9]=[N:8][CH:7]=[CH:6][N:5]=1)(=[O:3])[CH3:2].[Br-:10].[Br-].[Br-].[NH+]1C=CC=CC=1.[NH+]1C=CC=CC=1.[NH+]1C=CC=CC=1. The catalyst is C(O)(=O)C. The product is [Br:10][CH2:2][C:1]([C:4]1[CH:9]=[N:8][CH:7]=[CH:6][N:5]=1)=[O:3]. The yield is 0.380. (8) The reactants are [CH2:1]1[CH:5]2[CH:6]3[CH:10]=[CH:9][CH:8]([CH:4]2[CH:3]=C1)[CH2:7]3.[C:11](N)(N)=[O:12].OO.C(OC(=O)C)(=[O:19])C. The catalyst is C1(C)C=CC=CC=1. The product is [CH2:7]1[CH:6]2[CH:10]3[O:19][CH:9]3[CH:8]1[CH:4]1[CH:5]2[CH:1]2[O:12][CH:11]2[CH2:3]1. The yield is 0.940.